This data is from TCR-epitope binding with 47,182 pairs between 192 epitopes and 23,139 TCRs. The task is: Binary Classification. Given a T-cell receptor sequence (or CDR3 region) and an epitope sequence, predict whether binding occurs between them. The epitope is KLWAQCVQL. The TCR CDR3 sequence is CASSQAHRDFYNEQFF. Result: 1 (the TCR binds to the epitope).